From a dataset of HIV replication inhibition screening data with 41,000+ compounds from the AIDS Antiviral Screen. Binary Classification. Given a drug SMILES string, predict its activity (active/inactive) in a high-throughput screening assay against a specified biological target. (1) The result is 0 (inactive). The compound is CCOC(=O)C1Nc2c(cccc2[N+](=O)[O-])C2c3ccccc3CC12. (2) The compound is Cc1ccc(NC(=O)CC(=O)n2nc(C)c(N=Nc3ccc(S(=O)(=O)CCOS(=O)(=O)O)cc3)c2C)cc1. The result is 0 (inactive). (3) The drug is CCOP(=O)(OCC)C(=Cc1ccccc1)P(=O)(OCC)OCC. The result is 0 (inactive). (4) The drug is CCCCCCCCCCCCCCCCNc1ccn(C2CC(O)C(COC(c3ccccc3)(c3ccccc3)c3ccc(OC)cc3)O2)c(=O)n1. The result is 0 (inactive). (5) The molecule is Cc1occc1C(=S)Nc1ccc(Cl)c(OCC(=O)OC(C)(C)C)c1. The result is 1 (active). (6) The result is 0 (inactive). The drug is c1ccc2nn(C3CCCO3)nc2c1.